Dataset: Aqueous solubility values for 9,982 compounds from the AqSolDB database. Task: Regression/Classification. Given a drug SMILES string, predict its absorption, distribution, metabolism, or excretion properties. Task type varies by dataset: regression for continuous measurements (e.g., permeability, clearance, half-life) or binary classification for categorical outcomes (e.g., BBB penetration, CYP inhibition). For this dataset (solubility_aqsoldb), we predict Y. The molecule is O=C(OCC(=O)N1CCCC1C(=O)O)c1ccccc1. The Y is -1.59 log mol/L.